Dataset: Reaction yield outcomes from USPTO patents with 853,638 reactions. Task: Predict the reaction yield, written as a fraction of the theoretical maximum amount of product (1.0 means a 100% yield; for example, 0.34 means a 34% yield). (1) The reactants are [OH:1][C:2]1[CH:7]=[CH:6][C:5]([C:8]2[C:16]3[C:11](=[CH:12][CH:13]=[C:14]([C:17]([NH2:19])=O)[CH:15]=3)[NH:10][N:9]=2)=[CH:4][CH:3]=1.COC(OC)[N:23]([CH3:25])C.C(O)(=O)C.[NH2:32]N. The product is [NH:19]1[C:17]([C:14]2[CH:15]=[C:16]3[C:11](=[CH:12][CH:13]=2)[NH:10][N:9]=[C:8]3[C:5]2[CH:6]=[CH:7][C:2]([OH:1])=[CH:3][CH:4]=2)=[N:23][CH:25]=[N:32]1. The catalyst is O. The yield is 0.0970. (2) The reactants are [C:1]([O:5][C:6](=[O:28])[N:7]([C:16]1[N:17]=[C:18]([Cl:27])[CH:19]=[C:20]2[C:24]([CH3:25])=[C:23]([CH3:26])[NH:22][C:21]=12)[CH2:8][C:9]1[CH:14]=[CH:13][C:12]([F:15])=[CH:11][CH:10]=1)([CH3:4])([CH3:3])[CH3:2].[CH2:29](Br)[C:30]1[CH:35]=[CH:34][CH:33]=[CH:32][CH:31]=1. No catalyst specified. The product is [C:1]([O:5][C:6](=[O:28])[N:7]([C:16]1[N:17]=[C:18]([Cl:27])[CH:19]=[C:20]2[C:24]([CH3:25])=[C:23]([CH3:26])[N:22]([CH2:29][C:30]3[CH:35]=[CH:34][CH:33]=[CH:32][CH:31]=3)[C:21]=12)[CH2:8][C:9]1[CH:14]=[CH:13][C:12]([F:15])=[CH:11][CH:10]=1)([CH3:4])([CH3:2])[CH3:3]. The yield is 0.700. (3) The reactants are C[O:2][C:3](=[O:33])/[CH:4]=[CH:5]/[C:6]1[CH:7]=[C:8]2[C:29](=[CH:30][CH:31]=1)[O:28][C:11]1([CH2:16][CH2:15][N:14]([CH2:17][CH2:18][C:19]3[C:27]4[C:22](=[CH:23][CH:24]=[CH:25][CH:26]=4)[NH:21][CH:20]=3)[CH2:13][CH2:12]1)[CH2:10][C:9]2=[O:32].[OH-].[Na+]. No catalyst specified. The product is [NH:21]1[C:22]2[C:27](=[CH:26][CH:25]=[CH:24][CH:23]=2)[C:19]([CH2:18][CH2:17][N:14]2[CH2:15][CH2:16][C:11]3([CH2:10][C:9](=[O:32])[C:8]4[C:29](=[CH:30][CH:31]=[C:6](/[CH:5]=[CH:4]/[C:3]([OH:33])=[O:2])[CH:7]=4)[O:28]3)[CH2:12][CH2:13]2)=[CH:20]1. The yield is 0.870. (4) The reactants are [CH2:1]([O:3][C:4]1[CH:13]=[CH:12][CH:11]=[C:10]2[C:5]=1[CH:6]=[C:7]([CH2:14]O)[CH:8]=[N:9]2)[CH3:2].O=S(Cl)[Cl:18]. The catalyst is C(Cl)Cl. The product is [ClH:18].[Cl:18][CH2:14][C:7]1[CH:8]=[N:9][C:10]2[C:5]([CH:6]=1)=[C:4]([O:3][CH2:1][CH3:2])[CH:13]=[CH:12][CH:11]=2. The yield is 1.00. (5) The yield is 0.720. The catalyst is C(Cl)Cl. The reactants are [CH3:1][O:2][C:3]([C@@H:5]1[CH2:9][C@H:8]([NH:10][CH:11]2[CH2:16][CH2:15][C:14]([CH3:18])([CH3:17])[CH2:13][CH2:12]2)[CH2:7][N:6]1[C:19]([O:21][C:22]([CH3:25])([CH3:24])[CH3:23])=[O:20])=[O:4].[CH3:26][S:27](Cl)(=[O:29])=[O:28]. The product is [C:19]([N:6]1[CH2:7][C@@H:8]([N:10]([CH:11]2[CH2:16][CH2:15][C:14]([CH3:18])([CH3:17])[CH2:13][CH2:12]2)[S:27]([CH3:26])(=[O:29])=[O:28])[CH2:9][C@H:5]1[C:3]([O:2][CH3:1])=[O:4])([O:21][C:22]([CH3:25])([CH3:24])[CH3:23])=[O:20].